Dataset: Catalyst prediction with 721,799 reactions and 888 catalyst types from USPTO. Task: Predict which catalyst facilitates the given reaction. (1) Reactant: N1C=CN=C1.C(Br)(Br)(Br)Br.C1(P(C2C=CC=CC=2)C2C=CC=CC=2)C=CC=CC=1.[CH3:30][O:31][C:32]1[CH:33]=[C:34](/[CH:44]=[CH:45]/[C:46]([NH:48][NH:49][C:50](=[O:62])[CH2:51][CH2:52][CH2:53][C:54](=[O:61])[C:55]2[CH:60]=[CH:59][CH:58]=[CH:57][CH:56]=2)=O)[CH:35]=[CH:36][C:37]=1[N:38]1[CH:42]=[C:41]([CH3:43])[N:40]=[CH:39]1. Product: [CH3:30][O:31][C:32]1[CH:33]=[C:34](/[CH:44]=[CH:45]/[C:46]2[O:62][C:50]([CH2:51][CH:52]=[CH:53][C:54]([C:55]3[CH:60]=[CH:59][CH:58]=[CH:57][CH:56]=3)=[O:61])=[N:49][N:48]=2)[CH:35]=[CH:36][C:37]=1[N:38]1[CH:42]=[C:41]([CH3:43])[N:40]=[CH:39]1. The catalyst class is: 2. (2) Reactant: [C:1]1([C:7]2[CH:12]=[C:11]([S:13]([N:16]3[CH2:21][CH2:20][O:19][CH2:18][CH2:17]3)(=[O:15])=[O:14])[CH:10]=[CH:9][C:8]=2[NH:22][C:23]([C:25]2[N:26](COCC[Si](C)(C)C)[CH:27]=[C:28]([C:30]#[N:31])[N:29]=2)=[O:24])[CH2:6][CH2:5][CH2:4][CH2:3][CH:2]=1.C(O)(C(F)(F)F)=O. Product: [C:1]1([C:7]2[CH:12]=[C:11]([S:13]([N:16]3[CH2:17][CH2:18][O:19][CH2:20][CH2:21]3)(=[O:14])=[O:15])[CH:10]=[CH:9][C:8]=2[NH:22][C:23]([C:25]2[NH:26][CH:27]=[C:28]([C:30]#[N:31])[N:29]=2)=[O:24])[CH2:6][CH2:5][CH2:4][CH2:3][CH:2]=1. The catalyst class is: 61. (3) Reactant: C(O[C:6]([C@@H:8]1[CH2:12][C@H:11]([O:13][C:14]2[C:23]3[C:18](=[CH:19][C:20]([O:24][CH3:25])=[CH:21][CH:22]=3)[N:17]=[C:16]([C:26]3[CH:31]=C[CH:29]=[CH:28][CH:27]=3)[CH:15]=2)[CH2:10][C@H:9]1[C:32](=[O:44])[NH:33][C@:34]1([C:39]([O:41][CH2:42][CH3:43])=[O:40])[CH2:36][C@H:35]1[CH:37]=[CH2:38])=[O:7])(C)(C)C.[CH2:45]([SiH](CC)CC)C.[C:52]([O:56][C:57]([NH:59]/[N:60]=[CH:61]/[CH2:62][CH2:63][CH2:64][CH2:65][CH:66]=[CH2:67])=[O:58])([CH3:55])([CH3:54])[CH3:53].CCN(C(C)C)C(C)C. Product: [CH2:42]([O:41][C:39]([C@@:34]1([NH:33][C:32]([C@@H:9]2[CH2:10][C@@H:11]([O:13][C:14]3[C:23]4[C:18](=[CH:19][C:20]([O:24][CH3:25])=[CH:21][CH:22]=4)[N:17]=[C:16]([C:26]4[CH:27]=[CH:28][CH:29]=[CH:45][CH:31]=4)[CH:15]=3)[CH2:12][C@H:8]2[C:6]([N:60]([CH2:61][CH2:62][CH2:63][CH2:64][CH2:65][CH:66]=[CH2:67])[NH:59][C:57]([O:56][C:52]([CH3:55])([CH3:54])[CH3:53])=[O:58])=[O:7])=[O:44])[CH2:36][C@H:35]1[CH:37]=[CH2:38])=[O:40])[CH3:43]. The catalyst class is: 557. (4) Reactant: [F:1][C:2]([F:14])([F:13])[C:3]([C:5]1[CH:10]=[CH:9][C:8]([F:11])=[CH:7][C:6]=1F)=[O:4].[CH3:15][O:16][C:17]1[CH:18]=[C:19]([CH:25]([NH2:27])[CH3:26])[CH:20]=[C:21]([O:23][CH3:24])[CH:22]=1.C(N(CC)C(C)C)(C)C. Product: [CH3:24][O:23][C:21]1[CH:20]=[C:19]([CH:25]([NH:27][C:6]2[CH:7]=[C:8]([F:11])[CH:9]=[CH:10][C:5]=2[C:3](=[O:4])[C:2]([F:14])([F:13])[F:1])[CH3:26])[CH:18]=[C:17]([O:16][CH3:15])[CH:22]=1. The catalyst class is: 10. (5) Reactant: Cl[C:2]1[C:11]2[C:6](=[CH:7][CH:8]=[C:9]([F:12])[CH:10]=2)[N:5]=[CH:4][CH:3]=1.[C:13]([N:20]1[CH2:25][CH2:24][NH:23][CH2:22][CH2:21]1)([O:15][C:16]([CH3:19])([CH3:18])[CH3:17])=[O:14].CCN(C(C)C)C(C)C. The catalyst class is: 37. Product: [F:12][C:9]1[CH:10]=[C:11]2[C:6](=[CH:7][CH:8]=1)[N:5]=[CH:4][CH:3]=[C:2]2[N:23]1[CH2:22][CH2:21][N:20]([C:13]([O:15][C:16]([CH3:19])([CH3:18])[CH3:17])=[O:14])[CH2:25][CH2:24]1.